This data is from Forward reaction prediction with 1.9M reactions from USPTO patents (1976-2016). The task is: Predict the product of the given reaction. (1) Given the reactants [O:1]=[CH:2][C:3]([O:5][CH2:6][CH3:7])=[O:4].Br[Mg][CH2:10][CH:11]1[CH2:13][CH2:12]1, predict the reaction product. The product is: [CH:11]1([CH2:10][CH:2]([OH:1])[C:3]([O:5][CH2:6][CH3:7])=[O:4])[CH2:13][CH2:12]1. (2) Given the reactants CC1C=CC(S([O:11][CH2:12][CH2:13][O:14][CH2:15][CH2:16][O:17][CH2:18][CH2:19][O:20][C:21]2[CH:26]=[CH:25][C:24]([N:27]3[C:31]([CH3:33])([CH3:32])[C:30](=[O:34])[N:29]([C:35]4[CH:40]=[CH:39][C:38]([C:41]#[N:42])=[C:37]([C:43]([F:46])([F:45])[F:44])[CH:36]=4)[C:28]3=[S:47])=[CH:23][CH:22]=2)(=O)=O)=CC=1.[C:48]([O:52][C@H:53]1[CH2:57][N:56]([C:58](=[O:73])[C@@H:59]([N:63]2[CH2:71][C:70]3[C:65](=[CH:66][CH:67]=[CH:68][CH:69]=3)[C:64]2=[O:72])[CH:60]([CH3:62])[CH3:61])[C@H:55]([C:74]([NH:76][CH2:77][C:78]2[CH:83]=[CH:82][C:81]([C:84]3[S:88][CH:87]=[N:86][C:85]=3[CH3:89])=[CH:80][C:79]=2O)=[O:75])[CH2:54]1)([CH3:51])([CH3:50])[CH3:49].C(=O)([O-])[O-].[K+].[K+], predict the reaction product. The product is: [C:48]([O:52][C@H:53]1[CH2:57][N:56]([C:58](=[O:73])[C@@H:59]([N:63]2[CH2:71][C:70]3[C:65](=[CH:66][CH:67]=[CH:68][CH:69]=3)[C:64]2=[O:72])[CH:60]([CH3:62])[CH3:61])[C@H:55]([C:74]([NH:76][CH2:77][C:78]2[CH:83]=[CH:82][C:81]([C:84]3[S:88][CH:87]=[N:86][C:85]=3[CH3:89])=[CH:80][C:79]=2[O:11][CH2:12][CH2:13][O:14][CH2:15][CH2:16][O:17][CH2:18][CH2:19][O:20][C:21]2[CH:26]=[CH:25][C:24]([N:27]3[C:31]([CH3:32])([CH3:33])[C:30](=[O:34])[N:29]([C:35]4[CH:40]=[CH:39][C:38]([C:41]#[N:42])=[C:37]([C:43]([F:46])([F:45])[F:44])[CH:36]=4)[C:28]3=[S:47])=[CH:23][CH:22]=2)=[O:75])[CH2:54]1)([CH3:49])([CH3:50])[CH3:51]. (3) Given the reactants [O:1]=[C:2]1[CH2:6][CH2:5][CH2:4][N:3]1[C:7]1[CH:8]=[C:9]([CH:13]=[CH:14][CH:15]=1)[C:10]([OH:12])=O.C(Cl)(=O)C(Cl)=O.O1CCCC1.[NH2:27][C:28]1[CH:29]=[C:30]([CH:47]=[CH:48][CH:49]=1)[O:31][C:32]1[CH:33]=[CH:34][C:35]2[N:36]([CH:38]=[C:39]([NH:41][C:42]([CH:44]3[CH2:46][CH2:45]3)=[O:43])[N:40]=2)[N:37]=1, predict the reaction product. The product is: [CH:44]1([C:42]([NH:41][C:39]2[N:40]=[C:35]3[CH:34]=[CH:33][C:32]([O:31][C:30]4[CH:29]=[C:28]([NH:27][C:10](=[O:12])[C:9]5[CH:13]=[CH:14][CH:15]=[C:7]([N:3]6[CH2:4][CH2:5][CH2:6][C:2]6=[O:1])[CH:8]=5)[CH:49]=[CH:48][CH:47]=4)=[N:37][N:36]3[CH:38]=2)=[O:43])[CH2:45][CH2:46]1. (4) The product is: [NH2:65][C:60]1[CH:59]=[C:58]([O:57][C:56]([F:55])([F:66])[F:67])[CH:63]=[CH:62][C:61]=1[NH:64][C:34](=[O:36])[CH2:33][CH2:32][CH:30]1[CH2:29][CH:28]([N:27]([CH2:26][C@@H:18]2[C@@H:19]3[C@@H:20]([O:21][C:22]([CH3:25])([CH3:24])[O:23]3)[C@H:16]([N:13]3[C:9]4[N:10]=[CH:11][N:12]=[C:7]([NH:6][CH2:5][C:4]5[CH:40]=[CH:41][C:42]([O:44][CH3:45])=[CH:43][C:3]=5[O:2][CH3:1])[C:8]=4[CH:15]=[CH:14]3)[CH2:17]2)[CH:37]([CH3:39])[CH3:38])[CH2:31]1. Given the reactants [CH3:1][O:2][C:3]1[CH:43]=[C:42]([O:44][CH3:45])[CH:41]=[CH:40][C:4]=1[CH2:5][NH:6][C:7]1[C:8]2[CH:15]=[CH:14][N:13]([C@H:16]3[C@@H:20]4[O:21][C:22]([CH3:25])([CH3:24])[O:23][C@@H:19]4[C@@H:18]([CH2:26][N:27]([CH:37]([CH3:39])[CH3:38])[CH:28]4[CH2:31][CH:30]([CH2:32][CH2:33][C:34]([OH:36])=O)[CH2:29]4)[CH2:17]3)[C:9]=2[N:10]=[CH:11][N:12]=1.C(N(CC)C(C)C)(C)C.[F:55][C:56]([F:67])([F:66])[O:57][C:58]1[CH:59]=[C:60]([NH2:65])[C:61]([NH2:64])=[CH:62][CH:63]=1.CN(C)C=O, predict the reaction product. (5) Given the reactants [C:1]([CH2:3][NH:4][C:5]([CH:7]1[CH2:12][CH2:11][CH2:10][CH2:9][CH:8]1[NH:13][C:14]([C:16]1[NH:17][C:18]2[C:23]([CH:24]=1)=[CH:22][CH:21]=[C:20]([OH:25])[CH:19]=2)=[O:15])=[O:6])#[N:2].[CH3:26][N:27]1[CH2:32][CH2:31][N:30]([CH2:33][CH2:34]O)[CH2:29][CH2:28]1.C1(P(C2C=CC=CC=2)C2C=CC=CC=2)C=CC=CC=1.CCOC(/N=N/C(OCC)=O)=O, predict the reaction product. The product is: [C:1]([CH2:3][NH:4][C:5]([CH:7]1[CH2:12][CH2:11][CH2:10][CH2:9][CH:8]1[NH:13][C:14]([C:16]1[NH:17][C:18]2[C:23]([CH:24]=1)=[CH:22][CH:21]=[C:20]([O:25][CH2:34][CH2:33][N:30]1[CH2:31][CH2:32][N:27]([CH3:26])[CH2:28][CH2:29]1)[CH:19]=2)=[O:15])=[O:6])#[N:2]. (6) Given the reactants [Cl:1][C:2]1[C:7]([F:8])=[CH:6][CH:5]=[C:4]([Cl:9])[C:3]=1[C@H:10]([O:12][C:13]1[C:14]([NH2:28])=[N:15][CH:16]=[C:17](B2OC(C)(C)C(C)(C)O2)[CH:18]=1)[CH3:11].I[C:30]1[CH:31]=[N:32][N:33]([CH:35]2[CH2:50][CH2:49][C:38]3([CH2:41][N:40]([C:42]([O:44][C:45]([CH3:48])([CH3:47])[CH3:46])=[O:43])[CH2:39]3)[CH2:37][CH2:36]2)[CH:34]=1, predict the reaction product. The product is: [NH2:28][C:14]1[N:15]=[CH:16][C:17]([C:30]2[CH:31]=[N:32][N:33]([CH:35]3[CH2:50][CH2:49][C:38]4([CH2:41][N:40]([C:42]([O:44][C:45]([CH3:46])([CH3:47])[CH3:48])=[O:43])[CH2:39]4)[CH2:37][CH2:36]3)[CH:34]=2)=[CH:18][C:13]=1[O:12][C@@H:10]([C:3]1[C:4]([Cl:9])=[CH:5][CH:6]=[C:7]([F:8])[C:2]=1[Cl:1])[CH3:11]. (7) The product is: [Cl:12][C:5]1[C:6]([CH3:11])=[C:7]([N+:8]([O-:10])=[O:9])[C:2]([CH:14]=[O:31])=[N:3][CH:4]=1.[Cl:24][C:17]1[C:18]([CH3:23])=[C:19]([N+:20]([O-:22])=[O:21])[C:14]([CH:2]=[CH2:7])=[N:15][CH:16]=1. Given the reactants N[C:2]1[C:7]([N+:8]([O-:10])=[O:9])=[C:6]([CH3:11])[C:5]([Cl:12])=[CH:4][N:3]=1.Br[C:14]1[C:19]([N+:20]([O-:22])=[O:21])=[C:18]([CH3:23])[C:17]([Cl:24])=[CH:16][N:15]=1.I([O-])(=O)(=O)=O.[Na+].[OH2:31], predict the reaction product. (8) Given the reactants [CH:1](=O)[C:2]1[C:3](=[CH:5][CH:6]=[CH:7][CH:8]=1)[OH:4].[N:10]1[CH:15]=[CH:14][CH:13]=[C:12]([C:16](=[O:18])[CH3:17])[CH:11]=1.Cl, predict the reaction product. The product is: [OH:4][C:3]1[CH:5]=[CH:6][CH:7]=[CH:8][C:2]=1/[CH:1]=[CH:17]/[C:16]([C:12]1[CH:11]=[N:10][CH:15]=[CH:14][CH:13]=1)=[O:18]. (9) The product is: [OH:42][CH:38]([CH2:39][OH:40])[CH2:37][N:36]([CH3:35])[C:31]([C:28]1[N:20]2[C:19]([CH2:18][N:17]([C:15]([C:12]3[CH:13]=[CH:14][C:9]([C:4]4[CH:5]=[CH:6][CH:7]=[CH:8][C:3]=4[O:2][CH3:1])=[C:10]([CH3:34])[CH:11]=3)=[O:16])[C:23]3[CH:24]=[CH:25][CH:26]=[CH:27][C:22]=3[CH2:21]2)=[CH:30][CH:29]=1)=[O:32]. Given the reactants [CH3:1][O:2][C:3]1[CH:8]=[CH:7][CH:6]=[CH:5][C:4]=1[C:9]1[CH:14]=[CH:13][C:12]([C:15]([N:17]2[C:23]3[CH:24]=[CH:25][CH:26]=[CH:27][C:22]=3[CH2:21][N:20]3[C:28]([C:31](O)=[O:32])=[CH:29][CH:30]=[C:19]3[CH2:18]2)=[O:16])=[CH:11][C:10]=1[CH3:34].[CH3:35][NH:36][CH2:37][CH:38](O)[CH2:39][OH:40].[OH2:42].ON1C2C=CC=CC=2N=N1.Cl.CN(C)CCCN=C=NCC.C(N(CC)C(C)C)(C)C, predict the reaction product. (10) Given the reactants [CH2:1]([O:3][C:4]([C:6]1[C:7]([CH3:13])=[N:8][C:9]([NH2:12])=[N:10][CH:11]=1)=[O:5])[CH3:2].[C:14]([O:18][C:19](=[O:28])[NH:20][C:21]1[CH:26]=[CH:25][C:24](Br)=[CH:23][CH:22]=1)([CH3:17])([CH3:16])[CH3:15].C(O[K])(C)(C)C, predict the reaction product. The product is: [CH2:1]([O:3][C:4]([C:6]1[C:7]([CH3:13])=[N:8][C:9]([NH:12][C:24]2[CH:23]=[CH:22][C:21]([NH:20][C:19]([O:18][C:14]([CH3:17])([CH3:16])[CH3:15])=[O:28])=[CH:26][CH:25]=2)=[N:10][CH:11]=1)=[O:5])[CH3:2].